Dataset: B-cell epitopes from IEDB database with 3,159 antigens for binding position prediction. Task: Token-level Classification. Given an antigen amino acid sequence, predict which amino acid positions are active epitope sites capable of antibody binding. Output is a list of indices for active positions. (1) Given the antigen sequence: MESYDVIANQPVVIDNGSGVIKAGFAGDQIPKYCFPNYVGRPKHVRVMAGALEGDIFIGPKAEEHRGLLSIRYPMEHGIVKDWNDMERIWQYVYSKDQLQTFSEEHPVLLTEAPLNPRKNRERAAEVFFETFNVPALFISMQAVLSLYATGRTTGVVLDSGDGVTHAVPIYEGFAMPHSIMRIDIAGRDVSRFLRLYLRKEGYDFHSSSEFEIVKAIKERACYLSINPQKDETLETEKAQYYLPDGSTIEIGPSRFRAPELLFRPDLIGEESEGIHEVLVFAIQKSDMDLRRTLFSNIVLSGGSTLFKGFGDRLLSEVKKLAPKDVKIRISAPQERLYSTWIGGSILASLDTFKKMWVSKKEYEEDGARSIHRKTF, which amino acid positions are active epitope sites? The epitope positions are: [75, 76, 77, 78, 79, 80, 81, 82, 83, 84, 85, 86, 87, 88, 89]. The amino acids at these positions are: EHGIVKDWNDMERIW. (2) Given the antigen sequence: MNRGFSRKSHTFLPKIFFRKMSSSGAKDKPELQFPFLQDEDTVATLLECKTLFILRGLPGSGKSTLARVIVDKYRDGTKMVSADAYKITPGARGAFSEEYKRLDEDLAAYCRRRDIRILVLDDTNHERERLEQLFEMADQYQYQVVLVEPKTAWRLDCAQLKEKNQWQLSADDLKKLKPGLEKDFLPLYFGWFLTKKSSETLRKAGQVFLEELGNHKAFKKELRQFVPGDEPREKMDLVTYFGKRPPGVLHCTTKFCDYGKAPGAEEYAQQDVLKKSYSKAFTLTISALFVTPKTTGARVELSEQQLQLWPSDVDKLSPTDNLPRGSRAHITLGCAADVEAVQTGLDLLEILRQEKGGSRGEEVGELSRGKLYSLGNGRWMLTLAKNMEVRAIFTGYYGKGKPVPTQGSRKGGALQSCTII, which amino acid positions are active epitope sites? The epitope positions are: [6, 7, 8, 9, 10, 11, 12, 13, 14, 15, 16, 17, 18, 19, 20]. The amino acids at these positions are: RKSHTFLPKIFFRKM. (3) Given the antigen sequence: MGSIGAASMEFCFDVFKELKVHHANENIFYCPIAIMSALAMVYLGAKDSTRTQINKVVRFDKLPGFGDSIEAQCGTSVNVHSSLRDILNQITKPNDVYSFSLASRLYAEERYPILPEYLQCVKELYRGGLEPINFQTAADQARELINSWVESQTNGIIRNVLQPSSVDSQTAMVLVNAIVFKGLWEKAFKDEDTQAMPFRVTEQESKPVQMMYQIGLFRVASMASEKMKILELPFASGTMSMLVLLPDEVSGLEQLESIINFEKLTEWTSSNVMEERKIKVYLPRMKMEEKYNLTSVLMAMGITDVFSSSANLSGISSAESLKISQAVHAAHAEINEAGREVVGSAEAGVDAASVSEEFRADHPFLFCIKHIATNAVLFFGRCVSP, which amino acid positions are active epitope sites? The epitope positions are: [15, 16, 17, 18, 19, 20, 21, 22, 23, 24, 25, 26]. The amino acids at these positions are: FKELKVHHANEN. (4) Given the antigen sequence: MKVIKTLSIINFFIFVTFNIKNESKYSNTFINNAYNMSIRRSMAESKPSTGAGGSAGGSAGGSAGGSAGGSAGGSAGSGDGNGADAEGSSSTPATTTTTKTTTTTTTTNDAEASTSTSSENPNHKNAETNPKGKGEVQEPNQANKETQNNSNVQQDSQTKSNVPPTQDADTKSPTAQPEQAENSAPTAEQTESPELQSAPENKGTGQHGHMHGSRNNHPQNTSDSQKECTDGNKENCGAATSLLNNSSNIASINKFVVLISATLVLSFAIFI, which amino acid positions are active epitope sites? The epitope positions are: [46, 47, 48, 49, 50, 51, 52]. The amino acids at these positions are: KPSTGAG. (5) The epitope positions are: [102, 103, 104, 105, 106, 107, 108, 109, 110, 111]. The amino acids at these positions are: CYGSFAKPTN. Given the antigen sequence: AYNSLAPKGAPNPSQWTTKEKQTGVNAGDKEVTKTFGLAAMGGSNISKDGLQIGTDTTPDAVKPIYADKTYQPEPQVGEENWQDNDEYYGGRALKKDTKMKPCYGSFAKPTNKEGGQAKLKETPNGADPQYDVDMAFFDSTTINIPDVVLYTENVDLETPDTHVVYKPGKEDESSEANLTQQSMPNRPNYIGFRDNFVGLMYYNSTGNMGVLAGQASQLNAVVDLQDRNTELSYQL, which amino acid positions are active epitope sites? (6) Given the antigen sequence: MSTNPKPQKKNKRNTNRRPQDVKFPGGGQIVGGVYLLPRRGPRLGVRATRKTSERSQPRGRRQPIPKARRPEGRTWAQPGYPWPLYGNEGCGWAGWLLSPRGSRPSWGPTDPRRRSRNLGKVIDTLTCGFADLMGYIPLVGAPLGGAARALAHGVRVLEDGVNYATGNLPGCSFSIFLLALLSCLTVPASAYQVRNSTGLYHVTNDCPNSSIVYEAADAILHTPGCVPCVREGNASRCWVAMTPTVATRDGKLPATQLRRHIDLLVGSATLCSALYVGDLCGSVFLVGQLFTFSPRRHWTTQGCNCSIYPGHITGHRMAWDMMMNWSPTTALVMAQLLRIPQAILDMIAGAHWGVLAGIAYFSMVGNWAKVLVVLLLFAGVDAETHVTGGSAGHTVSGFVSLLAPGAKQNVQLINTNGSWHLNSTALNCNDSLNTGWLAGLFYHHKFNSSGCPERLASCRPLTDFDQGWGPISYANGSGPDQRPYCWHYPPKPCGIVPAK..., which amino acid positions are active epitope sites? The epitope positions are: [1376, 1377, 1378, 1379, 1380, 1381, 1382, 1383, 1384, 1385, 1386, 1387, 1388, 1389, 1390, 1391]. The amino acids at these positions are: GKAIPLEVIKGGRHLI. (7) Given the antigen sequence: GLGDELEEVIVEKTKQTVASISSGPKHTQKVPILTANETGATMPVLPSDSIETRTTYMHFNGSETDVECFLGRAACVHVTEIQNKDATGIDNHREAKLFNDWKINLSSLVQLRKKLELFTYVRFDSEYTILATASQPDSANYSSNLVVQAMYVPPGAPNPKEWDDYTWQSASNPSVFFKVGDTSRFSLPYVGLASAYNCFYDGYSHDDAETQYGITVLNHMGSMAFRIVNEHDEHKTLVKIRVYHRAKHVEAWIPRAPRALPYTSIGRTNYPKNTEPVIKKRKGDIKSY, which amino acid positions are active epitope sites? The epitope positions are: [146, 147, 148, 149, 150, 151, 152, 153, 154, 155, 156, 157, 158, 159, 160, 161]. The amino acids at these positions are: VVQAMYVPPGAPNPKE. (8) Given the antigen sequence: MNTLYKSFFDFITGVLKNIGNVASYSTCYFIMDEVEIPKELTQLHE, which amino acid positions are active epitope sites? The epitope positions are: [24, 25, 26, 27, 28, 29, 30, 31]. The amino acids at these positions are: YSTCYFIM.